From a dataset of Reaction yield outcomes from USPTO patents with 853,638 reactions. Predict the reaction yield, written as a fraction of the theoretical maximum amount of product (1.0 means a 100% yield; for example, 0.34 means a 34% yield). (1) The reactants are [CH:1]([N:4]1[CH2:9][CH2:8][CH:7]([O:10][C:11]2[CH:16]=[CH:15][C:14]([C:17]3([CH2:23][NH2:24])[CH2:22][CH2:21][O:20][CH2:19][CH2:18]3)=[CH:13][CH:12]=2)[CH2:6][CH2:5]1)([CH3:3])[CH3:2].Br[C:26]1[CH:31]=[CH:30][CH:29]=[CH:28][N:27]=1.C1(P(C2C=CC=CC=2)C2C=CC3C(=CC=CC=3)C=2C2C3C(=CC=CC=3)C=CC=2P(C2C=CC=CC=2)C2C=CC=CC=2)C=CC=CC=1.CC(C)([O-])C.[Na+]. The catalyst is C1(C)C=CC=CC=1.C1C=CC(/C=C/C(/C=C/C2C=CC=CC=2)=O)=CC=1.C1C=CC(/C=C/C(/C=C/C2C=CC=CC=2)=O)=CC=1.C1C=CC(/C=C/C(/C=C/C2C=CC=CC=2)=O)=CC=1.[Pd].[Pd]. The product is [CH:1]([N:4]1[CH2:9][CH2:8][CH:7]([O:10][C:11]2[CH:16]=[CH:15][C:14]([C:17]3([CH2:23][NH:24][C:26]4[CH:31]=[CH:30][CH:29]=[CH:28][N:27]=4)[CH2:18][CH2:19][O:20][CH2:21][CH2:22]3)=[CH:13][CH:12]=2)[CH2:6][CH2:5]1)([CH3:3])[CH3:2]. The yield is 0.220. (2) The reactants are [C:1]([SH:20])([C:14]1[CH:19]=[CH:18][CH:17]=[CH:16][CH:15]=1)([C:8]1[CH:13]=[CH:12][CH:11]=[CH:10][CH:9]=1)[C:2]1[CH:7]=[CH:6][CH:5]=[CH:4][CH:3]=1.[H-].[Na+].Br[CH2:24][C:25]1[CH:32]=[CH:31][C:28]([C:29]#[N:30])=[CH:27][CH:26]=1. The catalyst is C1COCC1. The product is [C:1]([S:20][CH2:24][C:25]1[CH:32]=[CH:31][C:28]([C:29]#[N:30])=[CH:27][CH:26]=1)([C:8]1[CH:13]=[CH:12][CH:11]=[CH:10][CH:9]=1)([C:14]1[CH:15]=[CH:16][CH:17]=[CH:18][CH:19]=1)[C:2]1[CH:3]=[CH:4][CH:5]=[CH:6][CH:7]=1. The yield is 0.880. (3) The reactants are Br[C:2]1[CH:3]=[C:4]([CH:9]=[CH:10][C:11]=1[CH2:12][NH:13][CH2:14][C@H:15]([OH:17])[CH3:16])[C:5]([O:7][CH3:8])=[O:6].C(=O)([O-])[O-].[K+].[K+]. The catalyst is C(O)(C)C.[Cu]I. The product is [CH3:16][C@@H:15]1[CH2:14][NH:13][CH2:12][C:11]2[CH:10]=[CH:9][C:4]([C:5]([O:7][CH3:8])=[O:6])=[CH:3][C:2]=2[O:17]1. The yield is 0.550. (4) The reactants are [C:1]([O:5][C:6]([NH:8][C@H:9]([C:15]([OH:17])=O)[CH2:10][O:11][CH2:12][CH:13]=[CH2:14])=[O:7])([CH3:4])([CH3:3])[CH3:2].[CH3:18][O:19][C:20](=[O:33])[C@H:21]([CH:30]([CH3:32])[CH3:31])[NH:22][C:23](=[O:29])[C@H:24]([CH:26]([CH3:28])[CH3:27])[NH2:25].FC(F)(F)C(O)=O.COC(=O)[C@H](C(C)C)NC(=O)[C@H](C(C)C)N.C(N(CC)C(C)C)(C)C.C1C=C2N=NN(O)C2=CC=1.O.CCN=C=NCCCN(C)C.Cl. The catalyst is CN(C=O)C. The product is [CH3:18][O:19][C:20](=[O:33])[C@H:21]([CH:30]([CH3:32])[CH3:31])[NH:22][C:23](=[O:29])[C@H:24]([CH:26]([CH3:27])[CH3:28])[NH:25][C:15](=[O:17])[C@H:9]([CH2:10][O:11][CH2:12][CH:13]=[CH2:14])[NH:8][C:6]([O:5][C:1]([CH3:2])([CH3:3])[CH3:4])=[O:7]. The yield is 0.940. (5) The reactants are Br[C:2]1[N:10]=[CH:9][C:8]2[NH:7][C:6]3[N:11]=[CH:12][C:13]([C:15]4[CH:20]=[CH:19][C:18]([CH2:21][N:22]5[CH2:27][CH2:26][CH2:25][CH2:24][CH2:23]5)=[CH:17][CH:16]=4)=[CH:14][C:5]=3[C:4]=2[CH:3]=1.CC1(C)C(C)(C)OB([C:36]2[O:40][CH:39]=[N:38][CH:37]=2)O1. The catalyst is C(=O)([O-])[O-].[Na+].[Na+].C(#N)C.C(Cl)Cl.CO. The product is [O:40]1[C:36]([C:2]2[N:10]=[CH:9][C:8]3[NH:7][C:6]4[N:11]=[CH:12][C:13]([C:15]5[CH:16]=[CH:17][C:18]([CH2:21][N:22]6[CH2:23][CH2:24][CH2:25][CH2:26][CH2:27]6)=[CH:19][CH:20]=5)=[CH:14][C:5]=4[C:4]=3[CH:3]=2)=[CH:37][N:38]=[CH:39]1. The yield is 0.290. (6) The reactants are Br.[N:2]1[CH:7]=[CH:6][CH:5]=[C:4]([O:8][C:9]2[CH:14]=[CH:13][C:12]([C:15]3[O:19][C:18]([NH2:20])=[N:17][N:16]=3)=[CH:11][CH:10]=2)[CH:3]=1.[F:21][C:22]1([F:34])[O:26][C:25]2[CH:27]=[CH:28][C:29]([C:31](Cl)=[O:32])=[CH:30][C:24]=2[O:23]1. The catalyst is N1C=CC=CC=1.CO. The product is [F:34][C:22]1([F:21])[O:26][C:25]2[CH:27]=[CH:28][C:29]([C:31]([NH:20][C:18]3[O:19][C:15]([C:12]4[CH:11]=[CH:10][C:9]([O:8][C:4]5[CH:3]=[N:2][CH:7]=[CH:6][CH:5]=5)=[CH:14][CH:13]=4)=[N:16][N:17]=3)=[O:32])=[CH:30][C:24]=2[O:23]1. The yield is 0.123. (7) The reactants are [NH2:1][CH:2]1[C:11]2[CH:10]=[N:9][CH:8]=[C:7]([C:12]3[CH:19]=[CH:18][C:15]([C:16]#[N:17])=[CH:14][CH:13]=3)[C:6]=2[CH2:5][CH2:4][CH2:3]1.Cl[C:21]([O:23][CH2:24][CH3:25])=[O:22]. No catalyst specified. The product is [C:16]([C:15]1[CH:14]=[CH:13][C:12]([C:7]2[C:6]3[CH2:5][CH2:4][CH2:3][CH:2]([NH:1][C:21](=[O:22])[O:23][CH2:24][CH3:25])[C:11]=3[CH:10]=[N:9][CH:8]=2)=[CH:19][CH:18]=1)#[N:17]. The yield is 0.390. (8) The reactants are [CH2:1]([C:3]1[C:11]2[C:6](=[CH:7][C:8]([C:12]3[N:17]=[C:16]4[N:18]([CH2:21][C:22]5[CH:23]=[C:24]6[C:29](=[CH:30][CH:31]=5)[N:28]=[CH:27][CH:26]=[CH:25]6)[N:19]=[N:20][C:15]4=[CH:14][CH:13]=3)=[CH:9][CH:10]=2)[N:5](C(OC(C)(C)C)=O)[N:4]=1)[CH3:2].C(O)(C(F)(F)F)=O.[OH-].[Na+]. The catalyst is ClCCl. The product is [CH2:1]([C:3]1[C:11]2[C:6](=[CH:7][C:8]([C:12]3[N:17]=[C:16]4[N:18]([CH2:21][C:22]5[CH:23]=[C:24]6[C:29](=[CH:30][CH:31]=5)[N:28]=[CH:27][CH:26]=[CH:25]6)[N:19]=[N:20][C:15]4=[CH:14][CH:13]=3)=[CH:9][CH:10]=2)[NH:5][N:4]=1)[CH3:2]. The yield is 0.610.